From a dataset of Forward reaction prediction with 1.9M reactions from USPTO patents (1976-2016). Predict the product of the given reaction. (1) Given the reactants [Cl:1][C:2]1[CH:3]=[C:4]([CH:7]=[CH:8][C:9]=1[OH:10])[CH:5]=[O:6].Br[CH:12]([OH:15])[CH2:13][CH3:14].C(=O)([O-])[O-].[Cs+].[Cs+], predict the reaction product. The product is: [Cl:1][C:2]1[CH:3]=[C:4]([CH:7]=[CH:8][C:9]=1[O:10][CH2:14][CH2:13][CH2:12][OH:15])[CH:5]=[O:6]. (2) Given the reactants [CH2:1]1[C@H:6]([NH2:7])[C@@H:5]([O:8][C@H:9]2[O:14][C@H:13]([CH2:15][NH2:16])[C@@H:12]([OH:17])[C@H:11]([OH:18])[C@H:10]2[NH2:19])[C@H:4]([O:20][C@@H:21]2[O:25][C@H:24]([CH2:26][OH:27])[C@@H:23]([O:28][C@H:29]3[O:34][C@@H:33]([CH2:35][NH2:36])[C@@H:32]([OH:37])[C@H:31]([OH:38])[C@H:30]3[NH2:39])[C@H:22]2[OH:40])[C@@H:3]([OH:41])[C@@H:2]1[NH2:42].OS(O)(=O)=O.CCOCC, predict the reaction product. The product is: [CH2:1]1[C@H:6]([NH2:7])[C@@H:5]([O:8][C@H:9]2[O:14][C@H:13]([CH2:15][NH2:16])[C@@H:12]([OH:17])[C@H:11]([OH:18])[C@H:10]2[NH2:19])[C@H:4]([OH:20])[C@@H:3]([OH:41])[C@@H:2]1[NH2:42].[CH2:1]1[C@H:6]([NH2:7])[C@@H:5]([O:8][C@H:9]2[O:14][C@H:13]([CH2:15][NH2:16])[C@@H:12]([OH:17])[C@H:11]([OH:18])[C@H:10]2[NH2:19])[C@H:4]([O:20][C@@H:21]2[O:25][C@H:24]([CH2:26][OH:27])[C@@H:23]([O:28][C@H:29]3[O:34][C@@H:33]([CH2:35][NH2:36])[C@@H:32]([OH:37])[C@H:31]([OH:38])[C@H:30]3[NH2:39])[C@H:22]2[OH:40])[C@@H:3]([OH:41])[C@@H:2]1[NH2:42]. (3) Given the reactants [NH2:1][CH:2]([C:5]1[CH:10]=[CH:9][C:8]([Br:11])=[CH:7][CH:6]=1)[CH2:3][OH:4].[N:12]([C:15]1[CH:20]=[CH:19][C:18]([C:21]2[N:25]=[CH:24][N:23]([C:26]3[CH:31]=[CH:30][C:29]([O:32][C:33]([F:36])([F:35])[F:34])=[CH:28][CH:27]=3)[N:22]=2)=[CH:17][CH:16]=1)=[C:13]=[S:14], predict the reaction product. The product is: [Br:11][C:8]1[CH:9]=[CH:10][C:5]([CH:2]([NH:1][C:13]([NH:12][C:15]2[CH:16]=[CH:17][C:18]([C:21]3[N:25]=[CH:24][N:23]([C:26]4[CH:31]=[CH:30][C:29]([O:32][C:33]([F:36])([F:34])[F:35])=[CH:28][CH:27]=4)[N:22]=3)=[CH:19][CH:20]=2)=[S:14])[CH2:3][OH:4])=[CH:6][CH:7]=1. (4) The product is: [C:57]([O:27][CH:16]1[C:17]([O:21][CH:22]([O:24][CH2:25][CH3:26])[CH3:23])([CH3:20])[CH2:18][CH2:19][CH:7]([O:6][CH:4]([O:3][CH2:1][CH3:2])[CH3:5])[CH2:8][C:9]([O:11][CH:12](/[C:29](/[CH3:56])=[CH:30]/[CH:31]=[CH:32]/[C:33]([O:50][CH:51]([O:53][CH2:54][CH3:55])[CH3:52])([CH3:49])[CH2:34][CH:35]2[O:48][CH:36]2[CH:37]([CH3:47])[CH:38]([O:41][CH:42]([O:44][CH2:45][CH3:46])[CH3:43])[CH2:39][CH3:40])[CH:13]([CH3:28])[CH:14]=[CH:15]1)=[O:10])(=[O:67])[C:58]1[CH:63]=[CH:62][CH:61]=[CH:60][CH:59]=1. Given the reactants [CH2:1]([O:3][CH:4]([O:6][CH:7]1[CH2:19][CH2:18][C:17]([O:21][CH:22]([O:24][CH2:25][CH3:26])[CH3:23])([CH3:20])[CH:16]([OH:27])[CH:15]=[CH:14][CH:13]([CH3:28])[CH:12](/[C:29](/[CH3:56])=[CH:30]/[CH:31]=[CH:32]/[C:33]([O:50][CH:51]([O:53][CH2:54][CH3:55])[CH3:52])([CH3:49])[CH2:34][CH:35]2[O:48][CH:36]2[CH:37]([CH3:47])[CH:38]([O:41][CH:42]([O:44][CH2:45][CH3:46])[CH3:43])[CH2:39][CH3:40])[O:11][C:9](=[O:10])[CH2:8]1)[CH3:5])[CH3:2].[CH2:57](Cl)[C:58]1[CH:63]=[CH:62][CH:61]=[CH:60][CH:59]=1.C(OCC)(=[O:67])C, predict the reaction product.